This data is from hERG Central: cardiac toxicity at 1µM, 10µM, and general inhibition. The task is: Predict hERG channel inhibition at various concentrations. (1) The drug is CN(C)CCCN(C(=O)c1ccc2c(c1)CCCC2)c1nc2ccc(F)cc2s1.Cl. Results: hERG_inhib (hERG inhibition (general)): blocker. (2) The drug is OCC1(CCOc2ccccc2)CCN(Cc2cn[nH]c2-c2ccc(F)cc2)CC1. Results: hERG_inhib (hERG inhibition (general)): blocker. (3) The molecule is CCn1c(SCc2ccccc2)nnc1C1CCN(S(=O)(=O)c2ccc(OC)cc2)CC1. Results: hERG_inhib (hERG inhibition (general)): blocker.